From a dataset of Reaction yield outcomes from USPTO patents with 853,638 reactions. Predict the reaction yield, written as a fraction of the theoretical maximum amount of product (1.0 means a 100% yield; for example, 0.34 means a 34% yield). The reactants are [F:1][C:2]1[CH:7]=[C:6]([F:8])[CH:5]=[C:4](F)[C:3]=1[N+:10]([O-:12])=[O:11].[CH3:13][NH2:14].O. The catalyst is CCO. The product is [F:1][C:2]1[C:3]([N+:10]([O-:12])=[O:11])=[C:4]([NH:14][CH3:13])[CH:5]=[C:6]([F:8])[CH:7]=1. The yield is 0.830.